From a dataset of Experimentally validated miRNA-target interactions with 360,000+ pairs, plus equal number of negative samples. Binary Classification. Given a miRNA mature sequence and a target amino acid sequence, predict their likelihood of interaction. (1) The miRNA is hsa-miR-302d-5p with sequence ACUUUAACAUGGAGGCACUUGC. The protein sequence of the target gene is MNHMGMNHMEMHHHMGMNHTDDNITMPPHHHPTTSASHSHGGGDSMMMMPMTFYFDFKNVNLLFSGLVINTPGEMAGAFVAVFLLAMFYEGLKIAREGLLRKSQVSIRYNSMPVPGPNGTILMETHKTVGQQMLSFPHLLQTVLHIIQVVISYFLMLIFMTYNGYLCIAVAAGAGTGYFLFSWKKAVVVDITEHCH. Result: 0 (no interaction). (2) The protein sequence of the target gene is MEELRCPEAKLAPPEVVIATEAPPPSLVDRYFTRWYKADVKGKPCEDHCILQHSNRICVITLAGSHPVLQSGKAIQRISYQISNNCSRLENKVSGKFKRGAQFLTELAPLCKIYCSDGEEYTISSCVRGRLMEVNENILHQPSLLQEKPSTEGYIAVVLPKFEESKSVTEGLLTQQQYEEVVVKRTNATATTP. The miRNA is mmu-miR-362-5p with sequence AAUCCUUGGAACCUAGGUGUGAAU. Result: 1 (interaction). (3) The miRNA is hsa-miR-1288-5p with sequence GCAGAUCAGGACUGUAACUCACC. The protein sequence of the target gene is MPRGQKSKLRAREKRRQARGGLEDLIDALDILEEEEESPPSASACLKDVFQSSLDGASNNPHGLREAQSTSTSATAASHTRHPEGVNDQMEERPICTQDLEATDSFPRGPVDEKVIILVHYLLYKYQMKEPITKADMLRNVTQMSKSQFPVILSRASEHLELIFGLDLKEVEPNKHIYVLVNKLDLGCDAKLSDETGVPKTGLLMTVLGIIFTNGNCVAEEEVWKVFNTMGLYDGIEHFMFGEPRKLLTKDLVKENYLEYQQVPNSDPPRYQFLWGPRAHAETSKMKVLEFLAKVNDTAP.... Result: 0 (no interaction). (4) The miRNA is mmu-miR-410-3p with sequence AAUAUAACACAGAUGGCCUGU. The protein sequence of the target gene is MEQDRTTHAEGTRLSPFLIAPPSPISHTEPLAVKLQNGSPLAERPHPEVNGDTKWQSSQSCYGISHMKGSQSSHESPHEDRGYSRCLQNGGIKRTVSEPSLSGLHPNKILKLDQKAKGESNIFEESQERNHGKSSRQPNVSGLSDNGEPVTSTTQESSGADAFPTRNYNGVEIQVLNEQEGEKGRSVTLLKNKIVLMPNGATVSAHSEENTRGELLEKTQCYPDCVSIAVQSTASHVNTPSSQAAIELSHEIPQPSLTSAQINFSQTSSLQLPPEPAAMVTKACDADNASKPAIVPGTCP.... Result: 1 (interaction). (5) The miRNA is hsa-miR-6745 with sequence UGGGUGGAAGAAGGUCUGGUU. The protein sequence of the target gene is MSRAGNRGNTQARWLGTGLLGLFLLPMYLSLEVSVGKATTIYAINGSSILLPCTFSSCYGFENLYFKWSYNNSETSRILIDGIVKNDKSDPKVRVKDDDRITLEGSTKEKTNNISILLSDLEFSDTGRYTCFVRNPKEKDLNNSATIFLQVVDKLEKVDNTVTLIILAVVGGVIGLLVCILLLKKLITFILKKTREKKKECLVSSSGNDNTENGLPGSKAEEKPPTKV. Result: 0 (no interaction).